Dataset: Forward reaction prediction with 1.9M reactions from USPTO patents (1976-2016). Task: Predict the product of the given reaction. (1) Given the reactants [NH2:1][CH2:2][C:3]1[N:8]=[CH:7][C:6]([C:9]2[CH:14]=[CH:13][C:12]([C@H:15]3[O:19]C(C)(C)[N:17]([C:22](=[O:26])[CH:23]([F:25])[F:24])[C@@H:16]3[CH2:27][F:28])=[CH:11][CH:10]=2)=[CH:5][CH:4]=1.C(N(CC)CC)C.[CH2:36]([S:40](Cl)(=[O:42])=[O:41])[CH:37]([CH3:39])[CH3:38].FC(F)(F)C(O)=O, predict the reaction product. The product is: [F:24][CH:23]([F:25])[C:22]([NH:17][C@H:16]([CH2:27][F:28])[C@H:15]([OH:19])[C:12]1[CH:11]=[CH:10][C:9]([C:6]2[CH:7]=[N:8][C:3]([CH2:2][NH:1][S:40]([CH2:36][CH:37]([CH3:39])[CH3:38])(=[O:42])=[O:41])=[CH:4][CH:5]=2)=[CH:14][CH:13]=1)=[O:26]. (2) Given the reactants [N:1]([C@@H:4]1[C@H:9]([NH:10][C:11]([C:13]2[NH:14][C:15]([CH3:20])=[C:16]([Cl:19])[C:17]=2[Cl:18])=[O:12])[CH2:8][CH2:7][N:6]([C:21]([O:23][CH2:24][C:25]2[CH:30]=[CH:29][CH:28]=[CH:27][CH:26]=2)=[O:22])[CH2:5]1)=[N+:2]=[N-:3].[Cl:31][CH:32](Cl)[CH2:33]S(Cl)(=O)=O, predict the reaction product. The product is: [Cl:31][C:32]1[N:3]=[N:2][N:1]([C@@H:4]2[C@H:9]([NH:10][C:11]([C:13]3[NH:14][C:15]([CH3:20])=[C:16]([Cl:19])[C:17]=3[Cl:18])=[O:12])[CH2:8][CH2:7][N:6]([C:21]([O:23][CH2:24][C:25]3[CH:30]=[CH:29][CH:28]=[CH:27][CH:26]=3)=[O:22])[CH2:5]2)[CH:33]=1. (3) Given the reactants [Cl:1][C:2]1[CH:3]=[CH:4][C:5]2[O:9][C:8]([C:10]3[CH:15]=[C:14]([N+:16]([O-])=O)[CH:13]=[CH:12][C:11]=3[Cl:19])=[N:7][C:6]=2[CH:20]=1.Cl, predict the reaction product. The product is: [Cl:19][C:11]1[CH:12]=[CH:13][C:14]([NH2:16])=[CH:15][C:10]=1[C:8]1[O:9][C:5]2[CH:4]=[CH:3][C:2]([Cl:1])=[CH:20][C:6]=2[N:7]=1. (4) Given the reactants Br[C:2]1[CH:7]=[CH:6][CH:5]=[CH:4][N:3]=1.[Br:8][C:9]1[C:17]2[O:16][C:15]([CH2:18][CH2:19][C:20]#[CH:21])=[N:14][C:13]=2[CH:12]=[C:11]([F:22])[CH:10]=1, predict the reaction product. The product is: [Br:8][C:9]1[C:17]2[O:16][C:15]([CH2:18][CH2:19][C:20]#[C:21][C:2]3[CH:7]=[CH:6][CH:5]=[CH:4][N:3]=3)=[N:14][C:13]=2[CH:12]=[C:11]([F:22])[CH:10]=1.